Dataset: Catalyst prediction with 721,799 reactions and 888 catalyst types from USPTO. Task: Predict which catalyst facilitates the given reaction. (1) Reactant: Cl[C:2]1[N:7]=[C:6]2[CH:8]=[N:9][CH:10]=[CH:11][C:5]2=[N:4][C:3]=1[N:12]1[CH2:17][CH2:16][CH:15]([O:18][C:19]2[CH:24]=[CH:23][C:22]([F:25])=[CH:21][C:20]=2[F:26])[CH2:14][CH2:13]1.[F-:27].[K+]. Product: [F:26][C:20]1[CH:21]=[C:22]([F:25])[CH:23]=[CH:24][C:19]=1[O:18][CH:15]1[CH2:16][CH2:17][N:12]([C:3]2[N:4]=[C:5]3[CH:11]=[CH:10][N:9]=[CH:8][C:6]3=[N:7][C:2]=2[F:27])[CH2:13][CH2:14]1. The catalyst class is: 16. (2) Reactant: [Cl:1][C:2]1[CH:3]=[CH:4][C:5]([N:8]=[CH:9]N(C)C)=[N:6][CH:7]=1.Br[CH2:14][C:15]#[N:16].C(N(C(C)C)CC)(C)C. Product: [Cl:1][C:2]1[CH:3]=[CH:4][C:5]2[N:6]([C:14]([C:15]#[N:16])=[CH:9][N:8]=2)[CH:7]=1. The catalyst class is: 10. (3) Reactant: BrC1C=[C:4]([CH:11]=[O:12])[C:5]2OC=[CH:7][C:6]=2[CH:10]=1.[CH3:13][Mg]Br.[NH4+:16].[Cl-].[CH2:18]1[CH2:22][O:21][CH2:20][CH2:19]1. Product: [OH:12][CH:11]([C:4]1[C:22]2[O:21][CH:20]=[CH:19][C:18]=2[CH:10]=[C:6]([C:7]#[N:16])[CH:5]=1)[CH3:13]. The catalyst class is: 28. (4) Reactant: CS([C:5]1[S:9][C:8]([C:10]2[CH:11]=[C:12]3[C:16](=[CH:17][CH:18]=2)[N:15]([C:19]([O:21][C:22]([CH3:25])([CH3:24])[CH3:23])=[O:20])[CH:14]=[C:13]3[C:26]2[CH:31]=[CH:30][CH:29]=[C:28]([N:32]3[CH2:37][CH2:36][O:35][CH2:34][CH2:33]3)[N:27]=2)=[N:7][N:6]=1)(=O)=O.[N-:38]=[N+:39]=[N-:40].[Na+]. Product: [N:38]([C:5]1[S:9][C:8]([C:10]2[CH:11]=[C:12]3[C:16](=[CH:17][CH:18]=2)[N:15]([C:19]([O:21][C:22]([CH3:23])([CH3:24])[CH3:25])=[O:20])[CH:14]=[C:13]3[C:26]2[CH:31]=[CH:30][CH:29]=[C:28]([N:32]3[CH2:33][CH2:34][O:35][CH2:36][CH2:37]3)[N:27]=2)=[N:7][N:6]=1)=[N+:39]=[N-:40]. The catalyst class is: 58.